This data is from Full USPTO retrosynthesis dataset with 1.9M reactions from patents (1976-2016). The task is: Predict the reactants needed to synthesize the given product. Given the product [F:29][C:26]([F:27])([F:28])[C:23]1[CH:24]=[CH:25][C:20]([O:19][CH2:18][C:16]2[NH:15][C:14]3[CH:30]=[CH:31][C:11]([C:6]4[CH:7]=[CH:8][CH:9]=[CH:10][C:5]=4[CH:3]([OH:4])[CH2:2][OH:1])=[CH:12][C:13]=3[N:17]=2)=[CH:21][CH:22]=1, predict the reactants needed to synthesize it. The reactants are: [OH:1][CH2:2][C:3]([C:5]1[CH:10]=[CH:9][CH:8]=[CH:7][C:6]=1[C:11]1[CH:31]=[CH:30][C:14]2[NH:15][C:16]([CH2:18][O:19][C:20]3[CH:25]=[CH:24][C:23]([C:26]([F:29])([F:28])[F:27])=[CH:22][CH:21]=3)=[N:17][C:13]=2[CH:12]=1)=[O:4].[BH4-].[Na+].